From a dataset of Human Reference Interactome with 51,813 positive PPI pairs across 8,248 proteins, plus equal number of experimentally-validated negative pairs. Binary Classification. Given two protein amino acid sequences, predict whether they physically interact or not. (1) Protein 1 (ENSG00000131475) has sequence MAMSFEWPWQYRFPPFFTLQPNVDTRQKQLAAWCSLVLSFCRLHKQSSMTVMEAQESPLFNNVKLQRKLPVESIQIVLEELRKKGNLEWLDKSKSSFLIMWRRPEEWGKLIYQWVSRSGQNNSVFTLYELTNGEDTEDEEFHGLDEATLLRALQALQQEHKAEIITVSDGRGVKFF*MAMSFEWPWQYRFPPFFTLQPNVDTRQKQLAAWCSLVLSFCRLHKQSSMTVMEAQESPLFNNVKLQRILPQALPQPIHMHFCAFTHAQTPPRASPLLPM*MTVMEAQESPLFNNVKLQRKLPV.... Protein 2 (ENSG00000146676) has sequence MADGDSGSERGGGGGPCGFQPASRGGGEQETQELASKRLDIQNKRFYLDVKQNAKGRFLKIAEVGAGGSKSRLTLSMAVAAEFRDSLGDFIEHYAQLGPSSPEQLAAGAEEGGGPRRALKSEFLVRENRKYYLDLKENQRGRFLRIRQTVNRGGGGFGAGPGPGGLQSGQTIALPAQGLIEFRDALAKLIDDYGGEDDELAGGPGGGAGGPGGGLYGELPEGTSITVDSKRFFFDVGCNKYGVFLRVSEVKPSYRNAITVPFKAWGKFGGAFCRYADEMKEIQERQRDKLYERRGGGSGG.... Result: 0 (the proteins do not interact). (2) Protein 1 (ENSG00000108826) has sequence MASVVLALRTRTAVTSLLSPTPATALAVRYASKKSGGSSKNLGGKSSGRRQGIKKMEGHYVHAGNIIATQRHFRWHPGAHVGVGKNKCLYALEEGIVRYTKEVYVPHPRNTEAVDLITRLPKGAVLYKTFVHVVPAKPEGTFKLVAML*MASVVLALRTRTAVTSLLSPTPATALAVRYASKKSGGSSKNLGGKSSGRRQGIKKMEGHYVHAGNIIATQRHFRWHPGAHVSCSVAAPLFPFLG*MEGHYVHAGNIIATQRHFRWHPGAHVGVGKNKCLYALEEGIVRYTKEVYVPHPRNT.... Protein 2 (ENSG00000147684) has sequence MAFLASGPYLTHQQKVLRLYKRALRHLESWCVQRDKYRYFACLMRARFEEHKNEKDMAKATQLLKEAEEEFWYRQHPQPYIFPDSPGGTSYERYDCYKVPEWCLDDWHPSEKAMYPDYFAKREQWKKLRRESWEREVKQLQEETPPGGPLTEALPPARKEGDLPPLWWYIVTRPRERPM*MAFLASGPYLTHQQKVLRLYKRALRHLESWCVQRDKYRYFACLMRARFEEHKNEKDMAKATQLLKEAEEEFWYRQHPQPYIFPDSPGGTSYERYDCYKVPEWCLDDWHPSEKAMYPDYFA.... Result: 0 (the proteins do not interact). (3) Protein 1 (ENSG00000156928) has sequence MGPGGRVARLLAPLMWRRAVSSVAGSAVGAEPGLRLLAVQRLPVGAAFCRACQTPNFVRGLHSEPGLEERAEGTVNEGRPESDAADHTGPKFDIDMMVSLLRQENARDICVIQVPPEMRYTDYFVIVSGTSTRHLHAMAFYVVKMYKHLKCKRDPHVKIEGKDTDDWLCVDFGSMVIHLMLPETREIYELEKLWTLRSYDDQLAQIAPETVPEDFILGIEDDTSSVTPVELKCE*. Protein 2 (ENSG00000189120) has sequence MLTAVCGSLGSQHTEAPHASPPRLDLQPLQTYQGHTSPEAGDYPSPLQPGELQSLPLGPEVDFSQGYELPGASSRVTCEDLESDSPLAPGPFSKLLQPDMSHHYESWFRPTHPGAEDGSWWDLHPGTSWMDLPHTQGALTSPGHPGALQAGLGGYVGDHQLCAPPPHPHAHHLLPAAGGQHLLGPPDGAKALEVAAPESQGLDSSLDGAARPKGSRRSVPRSSGQTVCRCPNCLEAERLGAPCGPDGGKKKHLHNCHIPGCGKAYAKTSHLKAHLRWHSGDRPFVCNWLFCGKRFTRSDE.... Result: 1 (the proteins interact). (4) Protein 1 (ENSG00000203667) has sequence MAAPPEPGEPEERKASCTSLHLSYWKSLKLLGFLDVENTPCARHSILYGSLGSVVAGFGHFLFTSRIRRSCDVGVGGFILVTLGCWFHCRYNYAKQRIQERIAREEIKKKILYEGTHLDPERKHNGSSSN*MAAPPEPGEPEERKSLKLLGFLDVENTPCARHSILYGSLGSVVAGFGHFLFTSRIRRSCDVGVGGFILVTLGCWFHCRYNYAKQRIQERIAREEIKKKILYEGTHLDPERKHNGSSSN*. Protein 2 (ENSG00000164746) has sequence MRNTSKELQGATHRYAPCDWYYHVPVKRSEKAVDAPPASQIPGLSNLGDSHSENLPGTRRYWIKETDSEYVKLAKQGGRPDLLKHFAPGTRKGSPVAYSLPDWYIHHSKPPTASQQEVRAVSMPDYMVHEEFNPDQANGSYASRRGPFDFDMKTVWQREAEELEKEKKKLRLPAIDSKYLSKAGTPLGPKNPAGSRLSFPPVPGQKNSSPTNFSKLISNGYKDEWLQQQQRADSDKRTPKTSRASVLSQSPRDLEGPQDAARLQDAEASEGPEDTPESSQSPEESVSASTPAELK*MLWF.... Result: 0 (the proteins do not interact). (5) Protein 1 (ENSG00000104129) has sequence MAVTKELLQMDLYALLGIEEKAADKEVKKAYRQKALSCHPDKNPDNPRAAELFHQLSQALEVLTDAAARAAYDKVRKAKKQAAERTQKLDEKRKKVKLDLEARERQAQAQESEEEEESRSTRTLEQEIERLREEGSRQLEEQQRLIREQIRQERDQRLRGKAENTEGQGTPKLKLKWKCKKEDESKGGYSKDVLLRLLQKYGEVLNLVLSSKKPGTAVVEFATVKAAELAVQNEVGLVDNPLKISWLEGQPQDAVGRSHSGLSKGSVLSERDYESLVMMRMRQAAERQQLIARMQQEDQE.... Protein 2 (ENSG00000205643) has sequence MASHVECRPLGVFECELCTLTAPYSYVGQKPPNTQSMVLLEESYVMKDPFTSDKDRFLVLGSCCSLCSRLVCVGPECSLFYSKRFCLPCVRENINAFPQEIRQDLEKRKAPSKRTPSQPGSRT*MASHVECRPLGVFECELCTLTAPYSYVGQKPPNTQSMVLLEESYVMKDPFTSDKDRFLVLGSCCSLCSRLVCVGPMFLEGSPGEGTVLS*MASHVECRPLGVFECELCTLTAPYSYVGQKPPNTQSMVLLEESYVMKDPFTSDKDRFLVLGSCCSLCSRLECSLFYSKRFCLPCVR.... Result: 0 (the proteins do not interact).